From a dataset of Full USPTO retrosynthesis dataset with 1.9M reactions from patents (1976-2016). Predict the reactants needed to synthesize the given product. Given the product [CH2:1]([C@@H:3]1[CH2:7][CH2:6][CH2:5][N:4]1[C:8]1[N:13]=[C:12]([NH:14][CH3:15])[N:11]=[C:10]([C:16]2[CH:23]=[C:22]([S:28][CH3:27])[C:19]([C:20]#[N:21])=[C:18]([F:25])[CH:17]=2)[CH:9]=1)[CH3:2], predict the reactants needed to synthesize it. The reactants are: [CH2:1]([C@@H:3]1[CH2:7][CH2:6][CH2:5][N:4]1[C:8]1[N:13]=[C:12]([NH:14][CH3:15])[N:11]=[C:10]([C:16]2[CH:23]=[C:22](F)[C:19]([C:20]#[N:21])=[C:18]([F:25])[CH:17]=2)[CH:9]=1)[CH3:2].[Na].[CH3:27][SH:28].O.